The task is: Predict the product of the given reaction.. This data is from Forward reaction prediction with 1.9M reactions from USPTO patents (1976-2016). (1) Given the reactants C(Cl)(Cl)Cl.[OH-].[Na+].CS([O:11][C:12]1[C:18]2[CH:19]=[CH:20][CH:21]=[C:22]([Br:23])[C:17]=2[O:16][C:15]2[CH:24]=[CH:25][C:26]([N+:28]([O-:30])=[O:29])=[CH:27][C:14]=2[CH:13]=1)(=O)=O, predict the reaction product. The product is: [Br:23][C:22]1[C:17]2[O:16][C:15]3[CH:24]=[CH:25][C:26]([N+:28]([O-:30])=[O:29])=[CH:27][C:14]=3[CH2:13][C:12](=[O:11])[C:18]=2[CH:19]=[CH:20][CH:21]=1. (2) The product is: [C:14]1([CH3:23])[CH:19]=[CH:18][C:17]([S:20]([CH:7]([C:6]2[CH:5]=[C:4]([O:10][CH3:11])[C:3]([O:12][CH3:13])=[C:2]([Cl:1])[CH:9]=2)[NH:41][CH:39]=[O:40])(=[O:22])=[O:21])=[CH:16][CH:15]=1. Given the reactants [Cl:1][C:2]1[C:3]([O:12][CH3:13])=[C:4]([O:10][CH3:11])[CH:5]=[C:6]([CH:9]=1)[CH:7]=O.[C:14]1([CH3:23])[CH:19]=[CH:18][C:17]([S:20]([OH:22])=[O:21])=[CH:16][CH:15]=1.C12(CS(O)(=O)=O)C(C)(C)C(CC1)CC2=O.[CH:39]([NH2:41])=[O:40], predict the reaction product. (3) Given the reactants [NH2:1][C:2]1[N:10]=[CH:9][CH:8]=[CH:7][C:3]=1[C:4]([OH:6])=[O:5].[N+:11]([O-])([OH:13])=[O:12].CCOCC, predict the reaction product. The product is: [NH2:1][C:2]1[N:10]=[CH:9][C:8]([N+:11]([O-:13])=[O:12])=[CH:7][C:3]=1[C:4]([OH:6])=[O:5]. (4) Given the reactants [OH:1][CH2:2][C:3]1[C:12]([C:13]2[CH:18]=[CH:17][C:16]([O:19][CH2:20][O:21][CH3:22])=[CH:15][C:14]=2[O:23][CH3:24])=[CH:11][CH:10]=[C:9]2[C:4]=1[C:5]([CH3:27])=[CH:6][C:7]([CH3:26])([CH3:25])[NH:8]2.[F:28][C:29]1[CH:30]=[CH:31][C:32]([CH3:36])=[C:33](O)[CH:34]=1.C(P(CCCC)CCCC)CCC.N(C(N1CCCCC1)=O)=NC(N1CCCCC1)=O, predict the reaction product. The product is: [F:28][C:29]1[CH:34]=[CH:33][C:32]([CH3:36])=[C:31]([CH:30]=1)[O:1][CH2:2][C:3]1[C:12]([C:13]2[CH:18]=[CH:17][C:16]([O:19][CH2:20][O:21][CH3:22])=[CH:15][C:14]=2[O:23][CH3:24])=[CH:11][CH:10]=[C:9]2[C:4]=1[C:5]([CH3:27])=[CH:6][C:7]([CH3:26])([CH3:25])[NH:8]2. (5) Given the reactants C([O:3][C:4](=O)[CH:5]=[C:6]([O:18][C:19]1[CH:24]=[CH:23][CH:22]=[CH:21][C:20]=1[Cl:25])[CH2:7][NH:8][C@H:9]([C:14]([O:16][CH3:17])=[O:15])[CH2:10][CH2:11][O:12][CH3:13])C, predict the reaction product. The product is: [CH3:17][O:16][C:14](=[O:15])[C@@H:9]([N:8]1[CH2:7][C:6]([O:18][C:19]2[CH:24]=[CH:23][CH:22]=[CH:21][C:20]=2[Cl:25])=[CH:5][C:4]1=[O:3])[CH2:10][CH2:11][O:12][CH3:13].